Predict the product of the given reaction. From a dataset of Forward reaction prediction with 1.9M reactions from USPTO patents (1976-2016). Given the reactants [Cl:1][C:2]1[CH:3]=[CH:4][C:5]([C:8]([NH:10][C:11]2[CH:12]=[CH:13][C:14]([F:33])=[C:15]([C:17]34[CH2:24][CH:23]3[CH2:22][CH2:21][S:20][C:19]([NH:25]C(=O)OC(C)(C)C)=[N:18]4)[CH:16]=2)=[O:9])=[N:6][CH:7]=1, predict the reaction product. The product is: [NH2:25][C:19]1[S:20][CH2:21][CH2:22][CH:23]2[C:17]([C:15]3[CH:16]=[C:11]([NH:10][C:8]([C:5]4[CH:4]=[CH:3][C:2]([Cl:1])=[CH:7][N:6]=4)=[O:9])[CH:12]=[CH:13][C:14]=3[F:33])([CH2:24]2)[N:18]=1.